Dataset: NCI-60 drug combinations with 297,098 pairs across 59 cell lines. Task: Regression. Given two drug SMILES strings and cell line genomic features, predict the synergy score measuring deviation from expected non-interaction effect. Drug 1: CC(C1=C(C=CC(=C1Cl)F)Cl)OC2=C(N=CC(=C2)C3=CN(N=C3)C4CCNCC4)N. Drug 2: C1C(C(OC1N2C=NC3=C2NC=NCC3O)CO)O. Cell line: 786-0. Synergy scores: CSS=9.76, Synergy_ZIP=0.234, Synergy_Bliss=4.26, Synergy_Loewe=4.78, Synergy_HSA=4.73.